This data is from Full USPTO retrosynthesis dataset with 1.9M reactions from patents (1976-2016). The task is: Predict the reactants needed to synthesize the given product. (1) Given the product [CH3:1][O:2][C:3]1[CH:4]=[C:5]2[C:10](=[CH:11][CH:12]=1)[N:9]=[CH:8][N:7]=[C:6]2[CH2:13][CH2:14][CH:15]1[CH2:24][O:28][C:27]2([CH2:11][CH2:12][CH:3]([OH:2])[CH2:4][CH2:26]2)[O:25]1, predict the reactants needed to synthesize it. The reactants are: [CH3:1][O:2][C:3]1[CH:4]=[C:5]2[C:10](=[CH:11][CH:12]=1)[N:9]=[CH:8][N:7]=[C:6]2[C:13]#[C:14][C:15]1([OH:25])[CH2:24]CC2(OCCO2)CC1.[CH3:26][CH2:27][OH:28]. (2) Given the product [CH3:1][O:2][C:3]1[CH:4]=[CH:5][C:6]([C:9]2[C:18]([C:19]3[CH:24]=[CH:23][C:22]([O:25][CH3:26])=[CH:21][CH:20]=3)=[N:17][C:16]3[C:11](=[CH:12][CH:13]=[C:14]([S:27]([N:31]4[CH2:36][CH2:35][O:34][CH2:33][CH2:32]4)(=[O:28])=[O:29])[CH:15]=3)[N:10]=2)=[CH:7][CH:8]=1, predict the reactants needed to synthesize it. The reactants are: [CH3:1][O:2][C:3]1[CH:8]=[CH:7][C:6]([C:9]2[C:18]([C:19]3[CH:24]=[CH:23][C:22]([O:25][CH3:26])=[CH:21][CH:20]=3)=[N:17][C:16]3[C:11](=[CH:12][CH:13]=[C:14]([S:27](O)(=[O:29])=[O:28])[CH:15]=3)[N:10]=2)=[CH:5][CH:4]=1.[NH:31]1[CH2:36][CH2:35][O:34][CH2:33][CH2:32]1. (3) Given the product [Cl:1][C:2]1[S:6][C:5]([C:7]([NH:16][C@@H:17]([CH2:30][C:31]2[CH:36]=[CH:35][CH:34]=[C:33]([C:37]([F:40])([F:38])[F:39])[CH:32]=2)[CH2:18][N:19]2[C:20](=[O:29])[C:21]3[C:26](=[CH:25][CH:24]=[CH:23][CH:22]=3)[C:27]2=[O:28])=[O:9])=[CH:4][C:3]=1[C:10]1[N:14]([CH3:15])[N:13]=[CH:12][CH:11]=1, predict the reactants needed to synthesize it. The reactants are: [Cl:1][C:2]1[S:6][C:5]([C:7]([OH:9])=O)=[CH:4][C:3]=1[C:10]1[N:14]([CH3:15])[N:13]=[CH:12][CH:11]=1.[NH2:16][C@@H:17]([CH2:30][C:31]1[CH:36]=[CH:35][CH:34]=[C:33]([C:37]([F:40])([F:39])[F:38])[CH:32]=1)[CH2:18][N:19]1[C:27](=[O:28])[C:26]2[C:21](=[CH:22][CH:23]=[CH:24][CH:25]=2)[C:20]1=[O:29].C1CN([P+](Br)(N2CCCC2)N2CCCC2)CC1.F[P-](F)(F)(F)(F)F.CCN(C(C)C)C(C)C. (4) Given the product [C:1]1([C:7]2[CH:16]=[C:15]([OH:27])[C:14]3[C:9](=[CH:10][C:11]([O:18][CH3:19])=[CH:12][CH:13]=3)[N:8]=2)[CH:6]=[CH:5][CH:4]=[CH:3][CH:2]=1, predict the reactants needed to synthesize it. The reactants are: [C:1]1([C:7]2[CH:16]=[C:15](Cl)[C:14]3[C:9](=[CH:10][C:11]([O:18][CH3:19])=[CH:12][CH:13]=3)[N:8]=2)[CH:6]=[CH:5][CH:4]=[CH:3][CH:2]=1.C(CC(OCC)=O)(=[O:27])C1C=CC=CC=1.COC1C=CC=C(N)C=1.